This data is from Full USPTO retrosynthesis dataset with 1.9M reactions from patents (1976-2016). The task is: Predict the reactants needed to synthesize the given product. (1) Given the product [CH3:21][S:22]([O:1][CH2:2][CH2:3][C@H:4]1[CH2:6][C@@H:5]1[C:7]1[CH:12]=[CH:11][C:10]([C:13]2[CH:14]=[CH:15][C:16]([C:19]#[N:20])=[CH:17][CH:18]=2)=[CH:9][CH:8]=1)(=[O:24])=[O:23], predict the reactants needed to synthesize it. The reactants are: [OH:1][CH2:2][CH2:3][C@H:4]1[CH2:6][C@@H:5]1[C:7]1[CH:12]=[CH:11][C:10]([C:13]2[CH:18]=[CH:17][C:16]([C:19]#[N:20])=[CH:15][CH:14]=2)=[CH:9][CH:8]=1.[CH3:21][S:22](Cl)(=[O:24])=[O:23].C(N(CC)CC)C.O. (2) Given the product [Br:1][C:2]1[CH:11]=[C:10]2[C:5]([CH:6]=[CH:7][N:8]([CH2:18][C:17]3[CH:16]=[C:15]([CH:22]=[CH:21][CH:20]=3)[C:13]#[N:14])[C:9]2=[O:12])=[CH:4][CH:3]=1, predict the reactants needed to synthesize it. The reactants are: [Br:1][C:2]1[CH:11]=[C:10]2[C:5]([CH:6]=[CH:7][N:8]=[C:9]2[OH:12])=[CH:4][CH:3]=1.[C:13]([C:15]1[CH:16]=[C:17]([CH:20]=[CH:21][CH:22]=1)[CH2:18]Br)#[N:14].C(=O)([O-])[O-].[Cs+].[Cs+]. (3) Given the product [Cl:18][C:19]1[CH:24]=[CH:23][C:22]([CH2:25][CH2:26][NH:27][C:2]2[CH:7]=[C:6]([C:8]3[CH:13]=[CH:12][C:11]([Cl:14])=[C:10]([Cl:15])[C:9]=3[Cl:16])[N:5]=[C:4]([NH2:17])[N:3]=2)=[CH:21][CH:20]=1, predict the reactants needed to synthesize it. The reactants are: Cl[C:2]1[CH:7]=[C:6]([C:8]2[CH:13]=[CH:12][C:11]([Cl:14])=[C:10]([Cl:15])[C:9]=2[Cl:16])[N:5]=[C:4]([NH2:17])[N:3]=1.[Cl:18][C:19]1[CH:24]=[CH:23][C:22]([CH2:25][CH2:26][NH2:27])=[CH:21][CH:20]=1.C(N(CC)CC)C. (4) Given the product [CH2:20]([N:23]1[C:31](=[O:32])[C:30]2[C:25](=[N:26][C:27]([NH:33][C:34]3[CH:39]=[CH:38][C:37]([N:40]4[CH2:41][CH2:42][N:43]([CH3:46])[CH2:44][CH2:45]4)=[CH:36][CH:35]=3)=[N:28][CH:29]=2)[N:24]1[C:47]1[CH:52]=[CH:51][CH:50]=[C:49]([N:53]2[CH2:9][CH2:10][CH2:11][C:12]2=[O:13])[N:48]=1)[CH:21]=[CH2:22], predict the reactants needed to synthesize it. The reactants are: C(N(CC)CC)C.Cl[CH2:9][CH2:10][CH2:11][C:12](Cl)=[O:13].O1CCCC1.[CH2:20]([N:23]1[C:31](=[O:32])[C:30]2[C:25](=[N:26][C:27]([NH:33][C:34]3[CH:39]=[CH:38][C:37]([N:40]4[CH2:45][CH2:44][N:43]([CH3:46])[CH2:42][CH2:41]4)=[CH:36][CH:35]=3)=[N:28][CH:29]=2)[N:24]1[C:47]1[CH:52]=[CH:51][CH:50]=[C:49]([NH2:53])[N:48]=1)[CH:21]=[CH2:22]. (5) The reactants are: Cl.[Cl:2][C:3]1[CH:8]=[CH:7][C:6]([C:9]2[CH:14]=[CH:13][CH:12]=[C:11]([CH2:15][NH2:16])[CH:10]=2)=[CH:5][CH:4]=1.[F:17][C:18]1[CH:25]=[CH:24][C:21]([CH:22]=O)=[CH:20][CH:19]=1.C(O[BH-](OC(=O)C)OC(=O)C)(=O)C.[Na+]. Given the product [Cl:2][C:3]1[CH:4]=[CH:5][C:6]([C:9]2[CH:14]=[CH:13][CH:12]=[C:11]([CH2:15][NH:16][CH2:22][C:21]3[CH:24]=[CH:25][C:18]([F:17])=[CH:19][CH:20]=3)[CH:10]=2)=[CH:7][CH:8]=1, predict the reactants needed to synthesize it. (6) The reactants are: [O:1]=[C:2]1[NH:8][CH2:7][CH2:6][CH2:5][N:4]([C:9]([O:11][C:12]([CH3:15])([CH3:14])[CH3:13])=[O:10])[CH2:3]1.Cl[CH2:17][O:18][CH2:19][C:20]1[CH:25]=[CH:24][CH:23]=[CH:22][CH:21]=1. Given the product [CH2:19]([O:18][CH2:17][N:8]1[CH2:7][CH2:6][CH2:5][N:4]([C:9]([O:11][C:12]([CH3:15])([CH3:14])[CH3:13])=[O:10])[CH2:3][C:2]1=[O:1])[C:20]1[CH:25]=[CH:24][CH:23]=[CH:22][CH:21]=1, predict the reactants needed to synthesize it. (7) Given the product [NH2:3][CH2:4][C:5]1[CH:10]=[CH:9][C:8]([O:11][CH2:12][CH2:13][N:14]2[CH2:18][CH2:17][CH2:16][CH2:15]2)=[C:7]([OH:19])[CH:6]=1, predict the reactants needed to synthesize it. The reactants are: CO[N:3]=[CH:4][C:5]1[CH:10]=[CH:9][C:8]([O:11][CH2:12][CH2:13][N:14]2[CH2:18][CH2:17][CH2:16][CH2:15]2)=[C:7]([OH:19])[CH:6]=1.Cl. (8) Given the product [Si:1]([O:6][CH2:7][CH3:8])([O:10][CH2:11][CH3:12])([O:14][CH2:15][CH3:16])[O:2][CH2:3][CH3:4], predict the reactants needed to synthesize it. The reactants are: [Si:1]([O:14][CH2:15][CH2:16]C)([O:10][CH2:11][CH2:12]C)([O:6][CH2:7][CH2:8]C)[O:2][CH2:3][CH2:4]C.[Si](OC(C)C)(OC(C)C)(OC(C)C)OC(C)C.[Si](OCCOC)(OCCOC)(OCCOC)OCCOC.C[Si](OC)(OC)OC.C[Si](OCCOC)(OCCOC)OCCOC.ClC[Si](OCC)(OCC)OCC.C=C[Si](OCCOC)(OCCOC)OCCOC. (9) Given the product [C:20]([OH:21])(=[O:19])/[CH:22]=[CH:23]/[C:24]1[CH:25]=[CH:26][C:27]([OH:31])=[C:28]([OH:30])[CH:29]=1.[O:7]=[CH:8][C@@H:9]([C@H:10]([C@@H:11]([C@@H:12]([CH2:14][OH:15])[OH:13])[OH:16])[OH:17])[OH:18], predict the reactants needed to synthesize it. The reactants are: C=C(C([O:19][C:20](/[CH:22]=[CH:23]/[C:24]1[CH:25]=[CH:26][C:27]([OH:31])=[C:28]([OH:30])[CH:29]=1)=[O:21])C[O:7][C@@H:8]1[O:13][C@H:12]([CH2:14][OH:15])[C@@H:11]([OH:16])[C@H:10]([OH:17])[C@H:9]1[OH:18])CO.